From a dataset of CYP1A2 inhibition data for predicting drug metabolism from PubChem BioAssay. Regression/Classification. Given a drug SMILES string, predict its absorption, distribution, metabolism, or excretion properties. Task type varies by dataset: regression for continuous measurements (e.g., permeability, clearance, half-life) or binary classification for categorical outcomes (e.g., BBB penetration, CYP inhibition). Dataset: cyp1a2_veith. (1) The molecule is CN1CCN(c2nc(-c3ccc4c(c3)OCO4)nc3ccccc23)CC1. The result is 1 (inhibitor). (2) The drug is COc1ccc2[nH]c3cc4c(=O)c5cc(OC)ccc5[nH]c4cc3c(=O)c2c1. The result is 0 (non-inhibitor). (3) The drug is COCCn1c(=O)c(-c2ccc(OC)cc2)nc2cnc(OC)nc21. The result is 1 (inhibitor). (4) The compound is Cc1ccc(CCNC(=O)CCNS(=O)(=O)c2ccc3c(c2)c(=O)n(C)c(=O)n3C)cc1. The result is 0 (non-inhibitor). (5) The molecule is CCOc1cccc(/C(O)=C2/C(=O)C(=O)N(Cc3ccco3)C2c2ccncc2)c1. The result is 1 (inhibitor). (6) The molecule is Cc1ccc([N+](=O)[O-])cc1NC(=S)NC(=O)C(C)(C)C. The result is 1 (inhibitor). (7) The result is 1 (inhibitor). The drug is O=C(N/N=C/c1cccc([N+](=O)[O-])c1)c1cc2c(ccc3ccccc32)o1.